Task: Predict the reactants needed to synthesize the given product.. Dataset: Full USPTO retrosynthesis dataset with 1.9M reactions from patents (1976-2016) (1) Given the product [I:1][CH2:8][CH2:9][CH2:10][CH2:11][C:12]1[CH:17]=[CH:16][C:15]([O:18][CH2:19][C:20]2[CH:25]=[CH:24][CH:23]=[CH:22][CH:21]=2)=[CH:14][CH:13]=1, predict the reactants needed to synthesize it. The reactants are: [I-:1].[Na+].CS(O[CH2:8][CH2:9][CH2:10][CH2:11][C:12]1[CH:17]=[CH:16][C:15]([O:18][CH2:19][C:20]2[CH:25]=[CH:24][CH:23]=[CH:22][CH:21]=2)=[CH:14][CH:13]=1)(=O)=O. (2) Given the product [Br:1][C:2]1[C:10]2[S:9][C:8]([NH:13][CH3:12])=[N:7][C:6]=2[CH:5]=[CH:4][CH:3]=1, predict the reactants needed to synthesize it. The reactants are: [Br:1][C:2]1[C:10]2[S:9][C:8](Cl)=[N:7][C:6]=2[CH:5]=[CH:4][CH:3]=1.[CH3:12][NH2:13]. (3) Given the product [Br:21][C:22]1[CH:28]=[CH:27][C:25]([N:26]2[C@H:6]3[CH2:5][CH2:16][C@@H:11]2[CH2:12][C:3](=[O:4])[CH2:7]3)=[CH:24][CH:23]=1, predict the reactants needed to synthesize it. The reactants are: CO[CH:3]1[CH2:7][CH2:6][CH:5](OC)[O:4]1.O=[C:11]([CH2:16]C(O)=O)[CH2:12]C(O)=O.Cl.[Br:21][C:22]1[CH:28]=[CH:27][C:25]([NH2:26])=[CH:24][CH:23]=1. (4) Given the product [CH3:20][C:17]1[CH:18]=[CH:19][C:14]([S:11]([N:8]2[C:6]3[N:7]=[C:2]([NH:27][C:28]4[CH:36]=[CH:35][C:31]([C:32]([NH2:34])=[O:33])=[CH:30][CH:29]=4)[N:3]=[C:4]([NH:21][CH2:22][C:23]([F:26])([F:25])[F:24])[C:5]=3[CH:10]=[CH:9]2)(=[O:13])=[O:12])=[CH:15][CH:16]=1, predict the reactants needed to synthesize it. The reactants are: Cl[C:2]1[N:3]=[C:4]([NH:21][CH2:22][C:23]([F:26])([F:25])[F:24])[C:5]2[CH:10]=[CH:9][N:8]([S:11]([C:14]3[CH:19]=[CH:18][C:17]([CH3:20])=[CH:16][CH:15]=3)(=[O:13])=[O:12])[C:6]=2[N:7]=1.[NH2:27][C:28]1[CH:36]=[CH:35][C:31]([C:32]([NH2:34])=[O:33])=[CH:30][CH:29]=1.C(=O)([O-])[O-].[K+].[K+]. (5) Given the product [Cl:34][C:31]1[C:4]([C:5]([NH:7][C:8]2[CH:30]=[CH:29][C:11]3[CH2:12][CH2:13][C:14]4[C:15]([C:26]([NH2:28])=[O:27])=[N:16][N:17]([C:19]5[CH:24]=[CH:23][C:22]([F:25])=[CH:21][CH:20]=5)[C:18]=4[C:10]=3[CH:9]=2)=[O:6])=[CH:3][C:2]([N:39]2[CH2:40][CH2:41][CH2:42][N:36]([CH3:35])[CH2:37][CH2:38]2)=[N:33][CH:32]=1, predict the reactants needed to synthesize it. The reactants are: Cl[C:2]1[CH:3]=[C:4]([C:31]([Cl:34])=[CH:32][N:33]=1)[C:5]([NH:7][C:8]1[CH:30]=[CH:29][C:11]2[CH2:12][CH2:13][C:14]3[C:15]([C:26]([NH2:28])=[O:27])=[N:16][N:17]([C:19]4[CH:24]=[CH:23][C:22]([F:25])=[CH:21][CH:20]=4)[C:18]=3[C:10]=2[CH:9]=1)=[O:6].[CH3:35][N:36]1[CH2:42][CH2:41][CH2:40][NH:39][CH2:38][CH2:37]1. (6) Given the product [C:1]([O:5][C:6]([N:8]1[CH2:12][CH2:11][CH:10]([N:13]([CH2:19][C:20]2[CH:21]=[CH:22][C:23]([Cl:26])=[CH:24][CH:25]=2)[CH2:14][CH2:15][OH:16])[CH2:9]1)=[O:7])([CH3:4])([CH3:2])[CH3:3], predict the reactants needed to synthesize it. The reactants are: [C:1]([O:5][C:6]([N:8]1[CH2:12][CH2:11][CH:10]([N:13]([CH2:19][C:20]2[CH:25]=[CH:24][C:23]([Cl:26])=[CH:22][CH:21]=2)[CH2:14][C:15](OC)=[O:16])[CH2:9]1)=[O:7])([CH3:4])([CH3:3])[CH3:2].[BH4-].[Na+].